Binary Classification. Given a miRNA mature sequence and a target amino acid sequence, predict their likelihood of interaction. From a dataset of Experimentally validated miRNA-target interactions with 360,000+ pairs, plus equal number of negative samples. (1) The miRNA is hsa-miR-6501-5p with sequence AGUUGCCAGGGCUGCCUUUGGU. The protein sequence of the target gene is MKDSENKGASSPDMEPSYGGGLFDMVKGGAGRLFSNLKDNLKDTLKDTSSRVIQSVTSYTKGDLDFTYVTSRIIVMSFPLDNVDIGFRNQVDDIRSFLDSRHLDHYTVYNLSPKSYRTAKFHSRVSECSWPIRQAPSLHNLFAVCRNMYNWLLQNPKNVCVVHCLDGRAASSILVGAMFIFCNLYSTPGPAIRLLYAKRPGIGLSPSHRRYLGYMCDLLADKPYRPHFKPLTIKSITVSPIPFFNKQRNGCRPYCDVLIGETKIYSTCTDFERMKEYRVQDGKIFIPLNITVQGDVVVSM.... Result: 0 (no interaction). (2) The miRNA is hsa-miR-6720-3p with sequence CGCGCCUGCAGGAACUGGUAGA. The protein sequence of the target gene is MPQLGGGGGGGGGGSGGGGGSSAGAAGGGDDLGANDELIPFQDEGGEEQEPSSDSASAQRDLDEVKSSLVNESENQSSSSDSEAERRPQPVRDTFQKPRDYFAEVRRPQDSAFFKGPPYPGYPFLMIPDLSSPYLSNGPLSPGGARTYLQMKWPLLDVPSSATVKDTRSPSPAHLSNKVPVVQHPHHMHPLTPLITYSNDHFSPGSPPTHLSPEIDPKTGIPRPPHPSELSPYYPLSPGAVGQIPHPLGWLVPQQGQPMYSLPPGGFRHPYPALAMNASMSSLVSSRFSPHMVAPAHPGL.... Result: 0 (no interaction). (3) The miRNA is dre-miR-200b-3p with sequence UAAUACUGCCUGGUAAUGAUGA. The protein sequence of the target gene is MATSATSPHAPGFPAEGRCGYYVEKKKRFCRMVVAAGKRFCGEHAGAAEEEDARKRILCPLDPKHTVYEDQLAKHLKKCNSREKPKPDFYIQDINAGLRDETEIPEQLVPISSLSEEQLEKLIKKLRKASEGLNSTLKDHIMSHPALHDALNDPKNGDSATKHLKQQASILGNIENLKLLGPRRCFVEFGAGKGKLSHWVDIALKDAEKVHFILVEKVTTRFKVDGKHRKKNSVFERLQIDIQHLCLNKIPVLREEKLPVVGIGKHLCGMATDLALRCLVETYAASFEERNEEPLAKRIK.... Result: 0 (no interaction). (4) The miRNA is hsa-miR-186-3p with sequence GCCCAAAGGUGAAUUUUUUGGG. The protein sequence of the target gene is MSERVERNWSTGGWLLALCLAWLWTHLTLAALQPPTATVLVQQGTCEVIAAHRCCNRNRIEERSQTVKCSCFSGQVAGTTRAKPSCVDASIVLQRWWCQMEPCLPGEECKVLPDLSGWSCSSGHKVKTTKVTR. Result: 1 (interaction). (5) The miRNA is hsa-miR-4483 with sequence GGGGUGGUCUGUUGUUG. The protein sequence of the target gene is MSAAVACVDYFAADVLMAISSGAVVHRGRPGPEGAGPAAGLDVRAARREAASPGTPGPPPPPPAASGPGPGAAAAPHLLAASILADLRGGPGAAPGGASPASSSSAASSPSSGRAPGAAPSAAAKSHRCPFPDCAKAYYKSSHLKSHLRTHTGERPFACDWQGCDKKFARSDELARHHRTHTGEKRFSCPLCSKRFTRSDHLAKHARRHPGFHPDLLRRPGARSTSPSDSLPCSLAGSPAPSPAPSPAPAGL. Result: 1 (interaction). (6) The miRNA is hsa-miR-6816-3p with sequence GAAGGACCUGCACCUUCG. The protein sequence of the target gene is MPYIFAFFCTGFLGAVVGANFPNNIQIGGLFPNQQSQEHAAFRFALSQLTEPPKLLPQIDIVNISDSFEMTYRFCSQFSKGVYAIFGFYERRTVNMLTSFCGALHVCFITPSFPVDTSNQFVLQLRPELQEALISIIDHYKWQTFVYIYDADRGLSVLQRVLDTAAEKNWQVTAVNILTTTEEGYRMLFQDLEKKKERLVVVDCESERLNAILGQIVKLEKNGIGYHYILANLGFMDIDLNKFKESGANVTGFQLVNYTDTIPARIMQQWRTSDARDHTRVDWKRPKYTSALTYDGVKVM.... Result: 0 (no interaction).